Dataset: Forward reaction prediction with 1.9M reactions from USPTO patents (1976-2016). Task: Predict the product of the given reaction. (1) Given the reactants [CH2:1]([O:3][C:4](=[O:17])[C:5]([O:8][C:9]1[CH:14]=[CH:13][C:12]([OH:15])=[CH:11][C:10]=1[CH3:16])([CH3:7])[CH3:6])[CH3:2].Cl[CH2:19][C:20]1[C:21]([CH2:38][O:39][CH3:40])=[N:22][C:23]([C:27]2[CH:32]=[CH:31][C:30]([O:33][C:34]([F:37])([F:36])[F:35])=[CH:29][CH:28]=2)=[N:24][C:25]=1[CH3:26], predict the reaction product. The product is: [CH2:1]([O:3][C:4](=[O:17])[C:5]([O:8][C:9]1[CH:14]=[CH:13][C:12]([O:15][CH2:19][C:20]2[C:21]([CH2:38][O:39][CH3:40])=[N:22][C:23]([C:27]3[CH:28]=[CH:29][C:30]([O:33][C:34]([F:37])([F:35])[F:36])=[CH:31][CH:32]=3)=[N:24][C:25]=2[CH3:26])=[CH:11][C:10]=1[CH3:16])([CH3:6])[CH3:7])[CH3:2]. (2) The product is: [C:10]1([P:16]([Cl:24])([C:18]2[CH:23]=[CH:22][CH:21]=[CH:20][CH:19]=2)=[O:17])[CH:11]=[CH:12][CH:13]=[CH:14][CH:15]=1.[N:1]1[C:8]([NH2:9])=[N:7][C:5]([NH2:6])=[N:4][C:2]=1[NH2:3]. Given the reactants [N:1]1[C:8]([NH2:9])=[N:7][C:5]([NH2:6])=[N:4][C:2]=1[NH2:3].[C:10]1([P:16]([Cl:24])([C:18]2[CH:23]=[CH:22][CH:21]=[CH:20][CH:19]=2)=[O:17])[CH:15]=[CH:14][CH:13]=[CH:12][CH:11]=1, predict the reaction product. (3) Given the reactants [NH2:1][C:2]1[CH:3]=[CH:4][C:5](Br)=[C:6]2[C:10]=1[C:9](=[O:11])[NH:8][CH2:7]2.[CH:13]([Sn](CCCC)(CCCC)CCCC)=[CH2:14], predict the reaction product. The product is: [NH2:1][C:2]1[CH:3]=[CH:4][C:5]([CH:13]=[CH2:14])=[C:6]2[C:10]=1[C:9](=[O:11])[NH:8][CH2:7]2. (4) Given the reactants C[O:2][C:3](=[O:28])[C:4]1[CH:9]=[CH:8][C:7]([C:10]2[C:15]([C:16]#[C:17][C:18]3[CH:19]=[N:20][C:21]([NH2:24])=[CH:22][CH:23]=3)=[C:14]([CH3:25])[N:13]=[C:12]([NH2:26])[N:11]=2)=[CH:6][C:5]=1[Cl:27], predict the reaction product. The product is: [NH2:26][C:12]1[N:11]=[C:10]([C:7]2[CH:8]=[CH:9][C:4]([C:3]([OH:28])=[O:2])=[C:5]([Cl:27])[CH:6]=2)[C:15]([C:16]#[C:17][C:18]2[CH:19]=[N:20][C:21]([NH2:24])=[CH:22][CH:23]=2)=[C:14]([CH3:25])[N:13]=1. (5) Given the reactants [C-:1]#[N:2].[Na+].Br[CH2:5][C:6]1[CH:11]=[C:10]([N+:12]([O-:14])=[O:13])[CH:9]=[CH:8][C:7]=1[F:15], predict the reaction product. The product is: [F:15][C:7]1[CH:8]=[CH:9][C:10]([N+:12]([O-:14])=[O:13])=[CH:11][C:6]=1[CH2:5][C:1]#[N:2]. (6) Given the reactants [C:1]([O:5][C:6]([N:8]([C:28]([O:30][C:31]([CH3:34])([CH3:33])[CH3:32])=[O:29])[C:9]1[S:10][C:11]([C:23]([O:25][CH2:26][CH3:27])=[O:24])=[C:12]([CH2:14][O:15][Si](C(C)(C)C)(C)C)[N:13]=1)=[O:7])([CH3:4])([CH3:3])[CH3:2].CCCC[N+](CCCC)(CCCC)CCCC.[F-].C(O)(=O)C.C(OCC)(=O)C, predict the reaction product. The product is: [C:1]([O:5][C:6]([N:8]([C:28]([O:30][C:31]([CH3:32])([CH3:34])[CH3:33])=[O:29])[C:9]1[S:10][C:11]([C:23]([O:25][CH2:26][CH3:27])=[O:24])=[C:12]([CH2:14][OH:15])[N:13]=1)=[O:7])([CH3:4])([CH3:2])[CH3:3]. (7) Given the reactants [NH2:1][C:2]1[CH:3]=[CH:4][C:5]([N:10]2[CH2:15][CH2:14][N:13]([CH:16]([C:23]3[CH:28]=[CH:27][CH:26]=[CH:25][CH:24]=3)[C:17]3[CH:22]=[CH:21][CH:20]=[CH:19][CH:18]=3)[CH2:12][CH2:11]2)=[C:6]([CH:9]=1)[C:7]#[N:8].C(N(CC)CC)C.[CH3:36][C:37]1[C:41]([C:42](Cl)=[O:43])=[C:40]([CH3:45])[O:39][N:38]=1, predict the reaction product. The product is: [C:7]([C:6]1[CH:9]=[C:2]([NH:1][C:42]([C:41]2[C:37]([CH3:36])=[N:38][O:39][C:40]=2[CH3:45])=[O:43])[CH:3]=[CH:4][C:5]=1[N:10]1[CH2:11][CH2:12][N:13]([CH:16]([C:17]2[CH:22]=[CH:21][CH:20]=[CH:19][CH:18]=2)[C:23]2[CH:24]=[CH:25][CH:26]=[CH:27][CH:28]=2)[CH2:14][CH2:15]1)#[N:8].